Binary Classification. Given a drug SMILES string, predict its activity (active/inactive) in a high-throughput screening assay against a specified biological target. From a dataset of Serine/threonine kinase 33 screen with 319,792 compounds. (1) The drug is OC1=C(C(N(Cc2cccnc2)C1=O)c1ccc(OCC=C)cc1)C(=O)c1occc1. The result is 0 (inactive). (2) The result is 0 (inactive). The molecule is S(CC(=O)N1CCc2c1cccc2)c1n(\c([nH]n1)=C1\c2c(N=C1)cccc2)c1ccc(OC)cc1. (3) The molecule is N1(CCCc2c1cccc2)c1ncnc2n(ncc12)c1cc(ccc1)C. The result is 0 (inactive). (4) The drug is S(CCCCNC1CCCC1)c1ccccc1. The result is 0 (inactive). (5) The molecule is Brc1cc2c(cc(nc2cc1)c1ccccc1)C(=O)NCc1cn(nc1)C. The result is 0 (inactive). (6) The drug is FC(F)(F)c1cc2[nH]c(C3(O)CCCCC3)c(c2cc1)C. The result is 0 (inactive).